From a dataset of Full USPTO retrosynthesis dataset with 1.9M reactions from patents (1976-2016). Predict the reactants needed to synthesize the given product. (1) Given the product [NH2:1][C:2]1[NH:7][C:6](=[O:8])[C:5]([C:10]([NH:12][CH2:13][CH:14]2[CH2:19][CH2:18][N:17]([CH2:21][C:22]([CH3:25])([CH3:24])[CH3:23])[CH2:16][CH2:15]2)=[O:11])=[CH:4][C:3]=1[Cl:20], predict the reactants needed to synthesize it. The reactants are: [NH2:1][C:2]1[N:7]=[C:6]([O:8]C)[C:5]([C:10]([NH:12][CH2:13][CH:14]2[CH2:19][CH2:18][NH:17][CH2:16][CH2:15]2)=[O:11])=[CH:4][C:3]=1[Cl:20].[CH:21](=O)[C:22]([CH3:25])([CH3:24])[CH3:23].C([BH3-])#N.[Na+].C(O)(=O)C.[OH-].[NH4+]. (2) The reactants are: [C:1]([C:5]1[N:19]=[C:8]2[N:9]=[CH:10][C:11]([C:13]#[C:14][Si](C)(C)C)=[CH:12][N:7]2[N:6]=1)([CH3:4])([CH3:3])[CH3:2].[F:20][C:21]1[CH:26]=[CH:25][C:24]([F:27])=[CH:23][C:22]=1I.CCN(CC)CC.CCCC[N+](CCCC)(CCCC)CCCC.[F-].C1COCC1. Given the product [C:1]([C:5]1[N:19]=[C:8]2[N:9]=[CH:10][C:11]([C:13]#[C:14][C:25]3[CH:26]=[C:21]([F:20])[CH:22]=[CH:23][C:24]=3[F:27])=[CH:12][N:7]2[N:6]=1)([CH3:4])([CH3:3])[CH3:2], predict the reactants needed to synthesize it. (3) Given the product [F:17][C:14]([F:15])([F:16])[C:7]1[CH:6]=[CH:5][C:4]([NH2:1])=[C:13]2[C:8]=1[CH:9]=[CH:10][CH:11]=[N:12]2, predict the reactants needed to synthesize it. The reactants are: [N+:1]([C:4]1[CH:5]=[CH:6][C:7]([C:14]([F:17])([F:16])[F:15])=[C:8]2[C:13]=1[N:12]=[CH:11][CH:10]=[CH:9]2)([O-])=O.[Sn](Cl)Cl. (4) The reactants are: [O:1]1[C:5]2([CH2:10][CH2:9][CH:8](/[CH:11]=[N:12]/[S:13]([C:15]([CH3:18])([CH3:17])[CH3:16])=[O:14])[CH2:7][CH2:6]2)[O:4][CH2:3][CH2:2]1.[Br-].[CH2:20]1[CH2:24]OC[CH2:21]1. Given the product [O:1]1[C:5]2([CH2:6][CH2:7][CH:8]([CH:11]([NH:12][S:13]([C:15]([CH3:18])([CH3:17])[CH3:16])=[O:14])[CH2:24][CH:20]=[CH2:21])[CH2:9][CH2:10]2)[O:4][CH2:3][CH2:2]1, predict the reactants needed to synthesize it. (5) Given the product [CH3:21][C:22]1[N:30]=[CH:29][CH:28]=[CH:27][C:23]=1[C:24]([NH:18][C:17]1[CH:16]=[CH:15][C:14]([C:3]2[CH2:4][N:5]([C:8]3[N:9]=[N:10][N:11]([CH3:13])[N:12]=3)[CH2:6][CH2:7][C:2]=2[CH3:1])=[CH:20][CH:19]=1)=[O:25], predict the reactants needed to synthesize it. The reactants are: [CH3:1][C:2]1[CH2:7][CH2:6][N:5]([C:8]2[N:9]=[N:10][N:11]([CH3:13])[N:12]=2)[CH2:4][C:3]=1[C:14]1[CH:20]=[CH:19][C:17]([NH2:18])=[CH:16][CH:15]=1.[CH3:21][C:22]1[N:30]=[CH:29][CH:28]=[CH:27][C:23]=1[C:24](O)=[O:25].C(Cl)CCl. (6) The reactants are: [ClH:1].C[O:3][C:4]1[CH:9]=[CH:8][C:7]([S:10]([C:13]2[CH:14]=[C:15]3[C:19](=[CH:20][CH:21]=2)[N:18]([CH3:22])[C:17]2[CH2:23][CH:24]4[NH:28][CH:27]([C:16]3=2)[CH2:26][CH2:25]4)(=[O:12])=[O:11])=[CH:6][CH:5]=1.Br. Given the product [ClH:1].[OH:3][C:4]1[CH:5]=[CH:6][C:7]([S:10]([C:13]2[CH:14]=[C:15]3[C:19](=[CH:20][CH:21]=2)[N:18]([CH3:22])[C:17]2[CH2:23][CH:24]4[NH:28][CH:27]([C:16]3=2)[CH2:26][CH2:25]4)(=[O:12])=[O:11])=[CH:8][CH:9]=1, predict the reactants needed to synthesize it. (7) Given the product [CH3:1][O:2][C:3]1[CH:4]=[C:5]2[C:10](=[CH:11][C:12]=1[O:13][CH3:14])[N:9]=[CH:8][CH:7]=[C:6]2[O:15][C:16]1[CH:22]=[CH:21][C:19]([NH:20][C:27](=[O:33])[O:26][C:24]2[C:40]([CH3:39])=[CH:41][CH:36]=[CH:37][C:38]=2[CH3:42])=[CH:18][CH:17]=1, predict the reactants needed to synthesize it. The reactants are: [CH3:1][O:2][C:3]1[CH:4]=[C:5]2[C:10](=[CH:11][C:12]=1[O:13][CH3:14])[N:9]=[CH:8][CH:7]=[C:6]2[O:15][C:16]1[CH:22]=[CH:21][C:19]([NH2:20])=[CH:18][CH:17]=1.Cl[C:24](Cl)([O:26][C:27](=[O:33])OC(Cl)(Cl)Cl)Cl.C[C:36]1[CH:41]=[CH:40][CH:39]=[C:38]([CH3:42])[C:37]=1O.C(=O)(O)[O-].[Na+]. (8) Given the product [Br:7][C:8]1[CH:9]=[CH:10][C:2]([C:1]2[O:26][N:25]=[C:20]([CH2:19][CH3:18])[N:4]=2)=[CH:3][CH:16]=1, predict the reactants needed to synthesize it. The reactants are: [C:1](#[N:4])[CH2:2][CH3:3].NO.[Br:7][C:8]1[CH:16]=CC(C(O)=O)=[CH:10][CH:9]=1.C1[CH:18]=[CH:19][C:20]2[N:25]([OH:26])N=NC=2C=1.CCN(C(C)C)C(C)C.